Dataset: Full USPTO retrosynthesis dataset with 1.9M reactions from patents (1976-2016). Task: Predict the reactants needed to synthesize the given product. Given the product [CH2:1]([C:18]([N+:31]([O-:33])=[O:32])([CH2:19][CH2:20][C:21]([OH:23])=[O:22])[CH2:25][CH2:26][C:27]([OH:29])=[O:28])[CH2:2][CH2:3][CH2:4][CH2:5][CH2:6][CH2:7][CH2:8][CH2:9][CH2:10][CH2:11][CH2:12][CH2:13][CH2:14][CH2:15][CH2:16][CH3:17], predict the reactants needed to synthesize it. The reactants are: [CH2:1]([C:18]([N+:31]([O-:33])=[O:32])([CH2:25][CH2:26][C:27]([O:29]C)=[O:28])[CH2:19][CH2:20][C:21]([O:23]C)=[O:22])[CH2:2][CH2:3][CH2:4][CH2:5][CH2:6][CH2:7][CH2:8][CH2:9][CH2:10][CH2:11][CH2:12][CH2:13][CH2:14][CH2:15][CH2:16][CH3:17].[Li+].[OH-].Cl.